Dataset: Forward reaction prediction with 1.9M reactions from USPTO patents (1976-2016). Task: Predict the product of the given reaction. (1) Given the reactants [CH2:1]([N:3]([C@H:7]([C:15]1[CH:20]=[CH:19][CH:18]=[CH:17][CH:16]=1)[C:8]([O:10]C(C)(C)C)=[O:9])[C:4](=[O:6])[CH3:5])[CH3:2].FC(F)(F)C(O)=O, predict the reaction product. The product is: [CH2:1]([N:3]([C@H:7]([C:15]1[CH:20]=[CH:19][CH:18]=[CH:17][CH:16]=1)[C:8]([OH:10])=[O:9])[C:4](=[O:6])[CH3:5])[CH3:2]. (2) The product is: [N:53]([CH:23]1[CH2:22][CH2:21][S:20][C:19]2[S:25][C:16]([C:11]3[C:12]([O:14][CH3:15])=[C:13]4[C:8]([C:7](=[O:26])[C:6]([C:27]([O:29][CH2:30][CH3:31])=[O:28])=[CH:5][N:4]4[CH:1]4[CH2:3][CH2:2]4)=[CH:9][CH:10]=3)=[CH:17][C:18]1=2)=[N+:54]=[N-:55]. Given the reactants [CH:1]1([N:4]2[C:13]3[C:8](=[CH:9][CH:10]=[C:11]([C:16]4[S:25][C:19]5[S:20][CH2:21][CH2:22][CH:23](O)[C:18]=5[CH:17]=4)[C:12]=3[O:14][CH3:15])[C:7](=[O:26])[C:6]([C:27]([O:29][CH2:30][CH3:31])=[O:28])=[CH:5]2)[CH2:3][CH2:2]1.C1(C)C=CC=CC=1.C1C=CC(P([N:53]=[N+:54]=[N-:55])(C2C=CC=CC=2)=O)=CC=1.C1CCN2C(=NCCC2)CC1, predict the reaction product. (3) Given the reactants [CH:1]1([C:6]([O:8][CH3:9])=[O:7])[CH2:5][CH2:4][CH2:3][CH2:2]1.C([N-]C(C)C)(C)C.[Li+].Cl[CH2:19][S:20][CH3:21], predict the reaction product. The product is: [CH3:19][S:20][CH2:21][C:1]1([C:6]([O:8][CH3:9])=[O:7])[CH2:5][CH2:4][CH2:3][CH2:2]1. (4) Given the reactants [Br:1][C:2]1[CH:10]=[CH:9][CH:8]=[C:7]2[C:3]=1[C:4](=[O:12])[C:5](=[O:11])[NH:6]2.[H-].[Na+].Br.Br[CH2:17][C:18]1[CH:23]=[CH:22][CH:21]=[CH:20][N:19]=1, predict the reaction product. The product is: [Br:1][C:2]1[CH:10]=[CH:9][CH:8]=[C:7]2[C:3]=1[C:4](=[O:12])[C:5](=[O:11])[N:6]2[CH2:17][C:18]1[CH:23]=[CH:22][CH:21]=[CH:20][N:19]=1. (5) The product is: [OH:38][C:39]1[CH:47]=[CH:46][C:42]([C:43]([O:22][C@H:14]2[CH2:15][CH2:16][C@@:17]3([CH3:18])[C:12](=[CH:11][CH2:10][C@@H:9]4[C@@H:19]3[CH2:20][CH2:21][C@@:4]3([CH3:5])[C@H:6]4[CH2:7][CH2:8][C:3]3=[N:1][OH:2])[CH2:13]2)=[O:44])=[CH:41][CH:40]=1. Given the reactants [N:1](=[C:3]1[CH2:8][CH2:7][C@H:6]2[C@H:9]3[C@H:19]([CH2:20][CH2:21][C@:4]12[CH3:5])[C@:17]1([CH3:18])[C:12]([CH2:13][C@@H:14]([OH:22])[CH2:15][CH2:16]1)=[CH:11][CH2:10]3)[OH:2].C1(N=C=NC2CCCCC2)CCCCC1.[OH:38][C:39]1[CH:47]=[CH:46][C:42]([C:43](O)=[O:44])=[CH:41][CH:40]=1, predict the reaction product. (6) Given the reactants [C:1]([O:5][C:6](=[O:27])[NH:7][C@H:8]([C:12]1[CH:17]=[C:16]([C:18]2[N:22]([CH3:23])[N:21]=[CH:20][C:19]=2[N+:24]([O-])=O)[CH:15]=[CH:14][N:13]=1)[CH2:9][CH:10]=[CH2:11])([CH3:4])([CH3:3])[CH3:2], predict the reaction product. The product is: [C:1]([O:5][C:6](=[O:27])[NH:7][C@H:8]([C:12]1[CH:17]=[C:16]([C:18]2[N:22]([CH3:23])[N:21]=[CH:20][C:19]=2[NH2:24])[CH:15]=[CH:14][N:13]=1)[CH2:9][CH:10]=[CH2:11])([CH3:3])([CH3:2])[CH3:4]. (7) Given the reactants I[C:2]1[CH:11]=[CH:10][C:9]([O:12][CH2:13][C:14]2[CH:19]=[CH:18][C:17]([O:20][CH3:21])=[CH:16][CH:15]=2)=[C:8]2[C:3]=1[CH:4]=[CH:5][C:6](=O)[NH:7]2.N1CCC[C@H]1C([O-])=O.[Na+].[CH3:32][C:33]1[CH:38]=[CH:37][C:36]([S:39]([O-:41])=[O:40])=[CH:35][CH:34]=1.[Na+].O, predict the reaction product. The product is: [CH3:21][O:20][C:17]1[CH:18]=[CH:19][C:14]([CH2:13][O:12][C:9]2[CH:10]=[CH:11][C:2]([S:39]([C:36]3[CH:37]=[CH:38][C:33]([CH3:32])=[CH:34][CH:35]=3)(=[O:41])=[O:40])=[C:3]3[C:8]=2[N:7]=[CH:6][CH:5]=[CH:4]3)=[CH:15][CH:16]=1.